Task: Binary Classification. Given a drug SMILES string, predict its activity (active/inactive) in a high-throughput screening assay against a specified biological target.. Dataset: Cav3 T-type calcium channel HTS with 100,875 compounds (1) The drug is S\1C(CC(=O)Nc2c(cccc2)C)C(=O)N(C1=N\c1sccn1)C. The result is 0 (inactive). (2) The result is 0 (inactive). The compound is Clc1ccc(NC(=O)c2nc[nH]c2C(=O)NC(CCCCNC(OC(C)(C)C)=O)C(OC(C)(C)C)=O)cc1. (3) The drug is S(c1ncnc2n(ncc12)c1ccccc1)CC(=O)CC(OCC)=O. The result is 0 (inactive). (4) The drug is s1c(N2CCOCC2)nc(c1)CC(=O)N\N=C\c1ccc(F)cc1. The result is 0 (inactive). (5) The molecule is S(=O)(=O)(NC(C)(C)C)c1ccc(CCC(=O)NCc2cc3OCOc3cc2)cc1. The result is 0 (inactive). (6) The drug is O(c1c2c(nc3occc13)c(OC)c(OC)cc2)CC. The result is 0 (inactive).